From a dataset of Reaction yield outcomes from USPTO patents with 853,638 reactions. Predict the reaction yield, written as a fraction of the theoretical maximum amount of product (1.0 means a 100% yield; for example, 0.34 means a 34% yield). The reactants are [Br:1][C:2]1[CH:7]=[C:6]([N+:8]([O-:10])=[O:9])[CH:5]=[CH:4][C:3]=1[OH:11].C1(P(C2C=CC=CC=2)C2C=CC=CC=2)C=CC=CC=1.[F:31][C:32]1[CH:33]=[C:34]([CH:37]=[CH:38][CH:39]=1)[CH2:35]O.CC(OC(/N=N/C(OC(C)C)=O)=O)C. The catalyst is C1COCC1.O.CCOC(C)=O. The product is [Br:1][C:2]1[CH:7]=[C:6]([N+:8]([O-:10])=[O:9])[CH:5]=[CH:4][C:3]=1[O:11][CH2:35][C:34]1[CH:37]=[CH:38][CH:39]=[C:32]([F:31])[CH:33]=1. The yield is 0.680.